This data is from NCI-60 drug combinations with 297,098 pairs across 59 cell lines. The task is: Regression. Given two drug SMILES strings and cell line genomic features, predict the synergy score measuring deviation from expected non-interaction effect. (1) Drug 1: CCC1=CC2CC(C3=C(CN(C2)C1)C4=CC=CC=C4N3)(C5=C(C=C6C(=C5)C78CCN9C7C(C=CC9)(C(C(C8N6C)(C(=O)OC)O)OC(=O)C)CC)OC)C(=O)OC.C(C(C(=O)O)O)(C(=O)O)O. Drug 2: CC1CCC2CC(C(=CC=CC=CC(CC(C(=O)C(C(C(=CC(C(=O)CC(OC(=O)C3CCCCN3C(=O)C(=O)C1(O2)O)C(C)CC4CCC(C(C4)OC)O)C)C)O)OC)C)C)C)OC. Cell line: UACC62. Synergy scores: CSS=45.3, Synergy_ZIP=-4.53, Synergy_Bliss=-5.24, Synergy_Loewe=-0.829, Synergy_HSA=0.560. (2) Drug 1: C1=CC(=CC=C1CCCC(=O)O)N(CCCl)CCCl. Drug 2: CCC1(CC2CC(C3=C(CCN(C2)C1)C4=CC=CC=C4N3)(C5=C(C=C6C(=C5)C78CCN9C7C(C=CC9)(C(C(C8N6C=O)(C(=O)OC)O)OC(=O)C)CC)OC)C(=O)OC)O.OS(=O)(=O)O. Cell line: SK-MEL-2. Synergy scores: CSS=34.0, Synergy_ZIP=-5.20, Synergy_Bliss=-1.19, Synergy_Loewe=-16.7, Synergy_HSA=-0.358. (3) Drug 1: CC1C(C(=O)NC(C(=O)N2CCCC2C(=O)N(CC(=O)N(C(C(=O)O1)C(C)C)C)C)C(C)C)NC(=O)C3=C4C(=C(C=C3)C)OC5=C(C(=O)C(=C(C5=N4)C(=O)NC6C(OC(=O)C(N(C(=O)CN(C(=O)C7CCCN7C(=O)C(NC6=O)C(C)C)C)C)C(C)C)C)N)C. Drug 2: C1CN(P(=O)(OC1)NCCCl)CCCl. Cell line: SNB-75. Synergy scores: CSS=2.52, Synergy_ZIP=-2.68, Synergy_Bliss=2.28, Synergy_Loewe=-15.0, Synergy_HSA=-1.84. (4) Drug 1: C1=CC(=CC=C1CCC2=CNC3=C2C(=O)NC(=N3)N)C(=O)NC(CCC(=O)O)C(=O)O. Drug 2: C1=C(C(=O)NC(=O)N1)N(CCCl)CCCl. Cell line: NCI/ADR-RES. Synergy scores: CSS=27.2, Synergy_ZIP=-9.73, Synergy_Bliss=-1.35, Synergy_Loewe=0.390, Synergy_HSA=2.38. (5) Drug 1: CC1C(C(CC(O1)OC2CC(CC3=C2C(=C4C(=C3O)C(=O)C5=C(C4=O)C(=CC=C5)OC)O)(C(=O)C)O)N)O.Cl. Drug 2: C1C(C(OC1N2C=NC3=C(N=C(N=C32)Cl)N)CO)O. Cell line: MDA-MB-435. Synergy scores: CSS=-6.03, Synergy_ZIP=-0.962, Synergy_Bliss=-5.05, Synergy_Loewe=-11.8, Synergy_HSA=-8.70. (6) Drug 1: CC1=C(C(=CC=C1)Cl)NC(=O)C2=CN=C(S2)NC3=CC(=NC(=N3)C)N4CCN(CC4)CCO. Drug 2: CC1C(C(CC(O1)OC2CC(OC(C2O)C)OC3=CC4=CC5=C(C(=O)C(C(C5)C(C(=O)C(C(C)O)O)OC)OC6CC(C(C(O6)C)O)OC7CC(C(C(O7)C)O)OC8CC(C(C(O8)C)O)(C)O)C(=C4C(=C3C)O)O)O)O. Cell line: MDA-MB-231. Synergy scores: CSS=68.8, Synergy_ZIP=-8.57, Synergy_Bliss=-2.53, Synergy_Loewe=-4.52, Synergy_HSA=-0.748.